Dataset: Forward reaction prediction with 1.9M reactions from USPTO patents (1976-2016). Task: Predict the product of the given reaction. (1) Given the reactants [I:1][CH2:2][CH2:3][CH2:4][CH2:5][CH2:6]I.[N:8]1[CH:13]=[CH:12][CH:11]=[CH:10][CH:9]=1, predict the reaction product. The product is: [I-:1].[I-:1].[CH2:2]([N+:8]1[CH:13]=[CH:12][CH:11]=[CH:10][CH:9]=1)[CH2:3][CH2:4][CH2:5][CH2:6][N+:8]1[CH:13]=[CH:12][CH:11]=[CH:10][CH:9]=1. (2) Given the reactants F[C:2]1[C:3]([CH3:22])=[N:4][C:5]2[C:10]([N:11]=1)=[C:9]([C:12]1[NH:20][C:19]3[CH2:18][CH2:17][NH:16][C:15](=[O:21])[C:14]=3[CH:13]=1)[CH:8]=[CH:7][CH:6]=2.Cl.[CH3:24][C:25]1([NH2:29])[CH2:28][CH2:27][CH2:26]1.CCN(C(C)C)C(C)C.CO.C(Cl)Cl, predict the reaction product. The product is: [CH3:22][C:3]1[C:2]([NH:29][C:25]2([CH3:24])[CH2:28][CH2:27][CH2:26]2)=[N:11][C:10]2[C:5](=[CH:6][CH:7]=[CH:8][C:9]=2[C:12]2[NH:20][C:19]3[CH2:18][CH2:17][NH:16][C:15](=[O:21])[C:14]=3[CH:13]=2)[N:4]=1. (3) Given the reactants [NH2:1][C:2]1[C:7]([C:8]([C:10]2[CH:15]=[C:14]([F:16])[C:13]([CH3:17])=[CH:12][C:11]=2[O:18][CH3:19])=[O:9])=[CH:6][N:5]=[C:4]([NH:20][CH:21]2[CH2:26][CH2:25][CH:24]([NH2:27])[CH2:23][CH2:22]2)[N:3]=1.[C:28](Cl)(=[O:30])[CH3:29], predict the reaction product. The product is: [NH2:1][C:2]1[C:7]([C:8](=[O:9])[C:10]2[CH:15]=[C:14]([F:16])[C:13]([CH3:17])=[CH:12][C:11]=2[O:18][CH3:19])=[CH:6][N:5]=[C:4]([NH:20][CH:21]2[CH2:26][CH2:25][CH:24]([NH:27][C:28](=[O:30])[CH3:29])[CH2:23][CH2:22]2)[N:3]=1. (4) Given the reactants [CH2:1]1[C:9]2[C:4](=[N:5][CH:6]=[C:7]3[CH2:12][CH2:11][C:10](=[CH:13][C:14]#[N:15])[C:8]3=2)[O:3][CH2:2]1.N.C(O)C, predict the reaction product. The product is: [CH2:1]1[C:9]2[C:4](=[N:5][CH:6]=[C:7]3[CH2:12][CH2:11][CH:10]([CH2:13][CH2:14][NH2:15])[C:8]3=2)[O:3][CH2:2]1. (5) Given the reactants [Br:1][CH2:2][CH2:3][CH2:4][C:5]#[C:6][C:7]1[CH:13]=[CH:12][C:10]([NH2:11])=[CH:9][CH:8]=1.CS(O)(=O)=O.C(N(CC)CC)C.Cl[C:27](Cl)([O:29]C(=O)OC(Cl)(Cl)Cl)Cl.Cl.Cl.[NH2:40][CH2:41][C:42]1[C:47]([CH2:48][CH3:49])=[N:46][C:45]2[N:50]([CH2:53][CH3:54])[N:51]=[CH:52][C:44]=2[C:43]=1[NH:55][CH:56]1[CH2:61][CH2:60][O:59][CH2:58][CH2:57]1, predict the reaction product. The product is: [Br:1][CH2:2][CH2:3][CH2:4][C:5]#[C:6][C:7]1[CH:8]=[CH:9][C:10]([NH:11][C:27]([NH:40][CH2:41][C:42]2[C:43]([NH:55][CH:56]3[CH2:57][CH2:58][O:59][CH2:60][CH2:61]3)=[C:44]3[CH:52]=[N:51][N:50]([CH2:53][CH3:54])[C:45]3=[N:46][C:47]=2[CH2:48][CH3:49])=[O:29])=[CH:12][CH:13]=1.